Task: Predict the reactants needed to synthesize the given product.. Dataset: Full USPTO retrosynthesis dataset with 1.9M reactions from patents (1976-2016) (1) Given the product [CH3:1][CH2:2][C@@H:3]([C@@H:5]1[NH:34][C:32](=[O:33])[CH2:31][NH:30][C:28](=[O:29])[C@H:27]2[NH:35][C:36]([C@H:38]([C@H:58]([C@@H:60]([OH:63])[CH2:61][OH:62])[CH3:59])[NH:39][C:40]([C@H:42]3[N:46]([C:47]([C@H:49]([CH2:53][C:54]([NH2:56])=[O:55])[NH:50][C:51](=[O:52])[C@@H:13]([CH2:14][S+:15]([O-:64])[C:16]4[NH:24][C:23]5[CH:22]=[C:21]([OH:25])[CH:20]=[CH:19][C:18]=5[C:17]=4[CH2:26]2)[NH:12][C:10](=[O:11])[CH2:9][NH:8][C:6]1=[O:7])=[O:48])[CH2:45][C@H:44]([OH:57])[CH2:43]3)=[O:41])=[O:37])[CH3:4].[C:79]([O-:85])(=[O:86])[CH2:80][CH2:81][CH2:82][C:83]([O-:65])=[O:84], predict the reactants needed to synthesize it. The reactants are: [CH3:1][CH2:2][C@@H:3]([C@@H:5]1[NH:34][C:32](=[O:33])[CH2:31][NH:30][C:28](=[O:29])[C@H:27]2[NH:35][C:36]([C@H:38]([C@H:58]([C@@H:60]([OH:63])[CH2:61][OH:62])[CH3:59])[NH:39][C:40]([C@H:42]3[N:46]([C:47]([C@H:49]([CH2:53][C:54]([NH2:56])=[O:55])[NH:50][C:51](=[O:52])[C@@H:13]([CH2:14][S+:15]([O-:64])[C:16]4[NH:24][C:23]5[CH:22]=[C:21]([OH:25])[CH:20]=[CH:19][C:18]=5[C:17]=4[CH2:26]2)[NH:12][C:10](=[O:11])[CH2:9][NH:8][C:6]1=[O:7])=[O:48])[CH2:45][C@H:44]([OH:57])[CH2:43]3)=[O:41])=[O:37])[CH3:4].[O:65]=P12OP3(OP(OP(O3)(O1)=O)(=O)O2)=O.[C:79]1(=[O:86])[O:85][C:83](=[O:84])[CH2:82][CH2:81][CH2:80]1. (2) Given the product [CH3:1][O:2][C:3]1[CH:11]=[CH:10][CH:9]=[CH:8][C:4]=1[C:5](=[C:13]([CH3:15])[CH3:12])[C:6]#[N:7], predict the reactants needed to synthesize it. The reactants are: [CH3:1][O:2][C:3]1[CH:11]=[CH:10][CH:9]=[CH:8][C:4]=1[CH2:5][C:6]#[N:7].[CH3:12][C:13]([CH3:15])=O.[OH-].[K+]. (3) Given the product [Cl:1][C:2]1[CH:20]=[CH:19][C:5]([C:6]2[C:8]3[C:9](=[CH:13][C:14]([O:17][CH3:18])=[CH:15][CH:16]=3)[C:10](=[O:11])[NH:23][N:22]=2)=[CH:4][CH:3]=1, predict the reactants needed to synthesize it. The reactants are: [Cl:1][C:2]1[CH:20]=[CH:19][C:5]([C:6]([C:8]2[CH:16]=[CH:15][C:14]([O:17][CH3:18])=[CH:13][C:9]=2[C:10](O)=[O:11])=O)=[CH:4][CH:3]=1.O.[NH2:22][NH2:23]. (4) The reactants are: O[C:2]1[C:11]2[C:6](=[N:7][CH:8]=[CH:9][CH:10]=2)[N:5]([C:12]2[CH:17]=[CH:16][CH:15]=[CH:14][CH:13]=2)[C:4](=[O:18])[C:3]=1[C:19](=O)[CH2:20][CH2:21][C:22]1[CH:27]=[CH:26][C:25]([N+:28]([O-:30])=[O:29])=[CH:24][CH:23]=1.O.[NH2:33][NH2:34]. Given the product [N+:28]([C:25]1[CH:26]=[CH:27][C:22]([CH2:21][CH2:20][C:19]2[C:3]3[C:4](=[O:18])[N:5]([C:12]4[CH:17]=[CH:16][CH:15]=[CH:14][CH:13]=4)[C:6]4[N:7]=[CH:8][CH:9]=[CH:10][C:11]=4[C:2]=3[NH:34][N:33]=2)=[CH:23][CH:24]=1)([O-:30])=[O:29], predict the reactants needed to synthesize it. (5) Given the product [CH3:1][C:2]1[N:29]=[C:5]2[N:6]([CH2:38][C:39](=[O:41])[CH3:40])[C:7](=[O:28])[C:8]([CH2:13][C:14]3[CH:19]=[CH:18][C:17]([C:20]4[C:21]([C:26]#[N:27])=[CH:22][CH:23]=[CH:24][CH:25]=4)=[CH:16][CH:15]=3)=[C:9]([CH2:10][CH2:11][CH3:12])[N:4]2[N:3]=1, predict the reactants needed to synthesize it. The reactants are: [CH3:1][C:2]1[N:29]=[C:5]2[NH:6][C:7](=[O:28])[C:8]([CH2:13][C:14]3[CH:19]=[CH:18][C:17]([C:20]4[C:21]([C:26]#[N:27])=[CH:22][CH:23]=[CH:24][CH:25]=4)=[CH:16][CH:15]=3)=[C:9]([CH2:10][CH2:11][CH3:12])[N:4]2[N:3]=1.[H-].[Na+].CN(C)C=O.Cl[CH2:38][C:39](=[O:41])[CH3:40]. (6) Given the product [CH:41]([OH:43])=[O:42].[CH3:40][C:2]1([CH3:1])[CH2:10][C@H:9]([NH:11][C:12]2[C:17]([C:18]#[N:19])=[CH:16][N:15]=[C:14]([NH:20][C:21]3[CH:26]=[C:25]([N:27]4[C:31](=[O:32])[N:30]([CH3:33])[N:29]=[N:28]4)[C:24]([O:34][CH2:35][C@H:36]([OH:38])[CH3:37])=[CH:23][C:22]=3[F:39])[N:13]=2)[CH2:8][C@H:7]2[N:3]1[CH2:4][CH2:5][CH2:6]2, predict the reactants needed to synthesize it. The reactants are: [CH3:1][C:2]1([CH3:40])[CH2:10][C@H:9]([NH:11][C:12]2[C:17]([C:18]#[N:19])=[CH:16][N:15]=[C:14]([NH:20][C:21]3[CH:26]=[C:25]([N:27]4[C:31](=[O:32])[N:30]([CH3:33])[N:29]=[N:28]4)[C:24]([O:34][CH2:35][C@H:36]([OH:38])[CH3:37])=[CH:23][C:22]=3[F:39])[N:13]=2)[CH2:8][C@H:7]2[N:3]1[CH2:4][CH2:5][CH2:6]2.[CH:41]([O-:43])=[O:42]. (7) Given the product [C:22]1([S:19]([CH2:18][C@@H:8]2[CH2:9][C@H:10]([N:13]([CH:15]([CH3:16])[CH3:17])[CH3:14])[CH2:11][CH2:12][C@@H:7]2[N:4]2[CH2:5][CH2:6][C@H:2]([NH:1][C:30]3[C:31]4[CH:43]=[C:42]([Cl:44])[CH:41]=[N:40][C:32]=4[N:33]=[C:34]([C:36]([F:39])([F:37])[F:38])[N:35]=3)[C:3]2=[O:28])(=[O:21])=[O:20])[CH:23]=[CH:24][CH:25]=[CH:26][CH:27]=1, predict the reactants needed to synthesize it. The reactants are: [NH2:1][C@H:2]1[CH2:6][CH2:5][N:4]([C@H:7]2[CH2:12][CH2:11][C@@H:10]([N:13]([CH:15]([CH3:17])[CH3:16])[CH3:14])[CH2:9][C@H:8]2[CH2:18][S:19]([C:22]2[CH:27]=[CH:26][CH:25]=[CH:24][CH:23]=2)(=[O:21])=[O:20])[C:3]1=[O:28].Cl[C:30]1[C:31]2[CH:43]=[C:42]([Cl:44])[CH:41]=[N:40][C:32]=2[N:33]=[C:34]([C:36]([F:39])([F:38])[F:37])[N:35]=1. (8) Given the product [Br:40][CH2:1][CH2:2][CH2:3][CH2:4][CH2:5][CH2:6][CH2:7][CH2:8][CH2:9][CH2:10][CH2:11][CH2:12][CH2:13][CH2:14][CH2:15][CH2:16][CH2:17][CH3:18], predict the reactants needed to synthesize it. The reactants are: [CH2:1](O)[CH2:2][CH2:3][CH2:4][CH2:5][CH2:6][CH2:7][CH2:8][CH2:9][CH2:10][CH2:11][CH2:12][CH2:13][CH2:14][CH2:15][CH2:16][CH2:17][CH3:18].C1C=CC(P(C2C=CC=CC=2)C2C=CC=CC=2)=CC=1.C(Br)(Br)(Br)[Br:40].